Dataset: Catalyst prediction with 721,799 reactions and 888 catalyst types from USPTO. Task: Predict which catalyst facilitates the given reaction. Reactant: [OH:1][C:2]1[CH:7]=[CH:6][CH:5]=[CH:4][N:3]=1.O[CH:9]1[CH2:14][CH2:13][N:12]([C:15]([O:17][C:18]([CH3:21])([CH3:20])[CH3:19])=[O:16])[CH2:11][CH2:10]1.C1(P(C2C=CC=CC=2)C2C=CC=CC=2)C=CC=CC=1.N(C(OCC)=O)=NC(OCC)=O. Product: [N:3]1[CH:4]=[CH:5][CH:6]=[CH:7][C:2]=1[O:1][CH:9]1[CH2:14][CH2:13][N:12]([C:15]([O:17][C:18]([CH3:21])([CH3:20])[CH3:19])=[O:16])[CH2:11][CH2:10]1. The catalyst class is: 7.